Dataset: Catalyst prediction with 721,799 reactions and 888 catalyst types from USPTO. Task: Predict which catalyst facilitates the given reaction. (1) Reactant: [I:1][C:2]1[CH:3]=[C:4]([CH:8]=[CH:9][C:10]=1[CH3:11])[C:5](Cl)=[O:6].[NH2:12][C:13]1[CH:20]=[CH:19][C:16]([C:17]#[N:18])=[C:15]([C:21]([F:24])([F:23])[F:22])[CH:14]=1.C(N(CC)CC)C. Product: [C:17]([C:16]1[CH:19]=[CH:20][C:13]([NH:12][C:5](=[O:6])[C:4]2[CH:8]=[CH:9][C:10]([CH3:11])=[C:2]([I:1])[CH:3]=2)=[CH:14][C:15]=1[C:21]([F:22])([F:23])[F:24])#[N:18]. The catalyst class is: 4. (2) Reactant: P(Cl)(Cl)(Cl)=O.[F:6][CH2:7][CH2:8][CH2:9][N:10]1[C:22]2[CH:21]=[CH:20][CH:19]=[CH:18][C:17]=2[C:16]2[C:11]1=[CH:12][CH:13]=[CH:14][CH:15]=2.[OH-:23].[K+]. Product: [F:6][CH2:7][CH2:8][CH2:9][N:10]1[C:22]2[CH:21]=[CH:20][C:19]([C:8]3[O:23][CH:11]=[N:10][CH:9]=3)=[CH:18][C:17]=2[C:16]2[C:11]1=[CH:12][CH:13]=[CH:14][CH:15]=2. The catalyst class is: 9.